From a dataset of Peptide-MHC class I binding affinity with 185,985 pairs from IEDB/IMGT. Regression. Given a peptide amino acid sequence and an MHC pseudo amino acid sequence, predict their binding affinity value. This is MHC class I binding data. (1) The peptide sequence is DYCNVLNKEF. The MHC is HLA-A29:02 with pseudo-sequence HLA-A29:02. The binding affinity (normalized) is 0.138. (2) The peptide sequence is STLNFNNLY. The MHC is HLA-A02:06 with pseudo-sequence HLA-A02:06. The binding affinity (normalized) is 0.0481. (3) The peptide sequence is FMKVKFEAL. The MHC is HLA-A02:06 with pseudo-sequence HLA-A02:06. The binding affinity (normalized) is 1.00. (4) The peptide sequence is AEQASQEVKNW. The MHC is HLA-B15:01 with pseudo-sequence HLA-B15:01. The binding affinity (normalized) is 0.0391. (5) The binding affinity (normalized) is 0. The MHC is HLA-B53:01 with pseudo-sequence HLA-B53:01. The peptide sequence is RPDTRHLRVL.